Dataset: Forward reaction prediction with 1.9M reactions from USPTO patents (1976-2016). Task: Predict the product of the given reaction. (1) Given the reactants [CH3:1][O:2][C:3]1[CH:4]=[CH:5][C:6]([N+:40]([O-])=O)=[C:7]([NH:9][C:10]2[C:18]3[O:17][CH2:16][C@@H:15]([N:19]([C:34](=[O:39])[C:35]([F:38])([F:37])[F:36])[C:20]4[CH:33]=[CH:32][C:23]5[C@H:24]([CH2:27][C:28]([O:30][CH3:31])=[O:29])[CH2:25][O:26][C:22]=5[CH:21]=4)[C:14]=3[CH:13]=[CH:12][CH:11]=2)[CH:8]=1, predict the reaction product. The product is: [NH2:40][C:6]1[CH:5]=[CH:4][C:3]([O:2][CH3:1])=[CH:8][C:7]=1[NH:9][C:10]1[C:18]2[O:17][CH2:16][C@@H:15]([N:19]([C:34](=[O:39])[C:35]([F:38])([F:37])[F:36])[C:20]3[CH:33]=[CH:32][C:23]4[C@H:24]([CH2:27][C:28]([O:30][CH3:31])=[O:29])[CH2:25][O:26][C:22]=4[CH:21]=3)[C:14]=2[CH:13]=[CH:12][CH:11]=1. (2) The product is: [CH3:4][C@:5]1([C@H:16]([OH:17])[CH3:1])[CH2:7][C@H:6]1[C@H:8]([C:10]1[CH:11]=[CH:12][CH:13]=[CH:14][CH:15]=1)[CH3:9]. Given the reactants [CH3:1][Mg]Br.[CH3:4][C@:5]1([CH:16]=[O:17])[CH2:7][C@H:6]1[C@H:8]([C:10]1[CH:15]=[CH:14][CH:13]=[CH:12][CH:11]=1)[CH3:9].S(=O)(=O)(O)O, predict the reaction product. (3) Given the reactants [F:1][C:2]1[CH:10]=[CH:9][CH:8]=[C:7]([F:11])[C:3]=1[C:4]([OH:6])=O.C1N=CN(C(N2C=NC=C2)=O)C=1.[CH2:24]([N:28]1[C:36]2[N:35]=[C:34]([Cl:37])[NH:33][C:32]=2[C:31](=[O:38])[N:30]([CH2:39][CH2:40][CH2:41][CH2:42]/[C:43](=[N:46]/[H])/[NH:44]O)[C:29]1=[O:48])[CH2:25][CH2:26][CH3:27], predict the reaction product. The product is: [CH2:24]([N:28]1[C:36]2[N:35]=[C:34]([Cl:37])[NH:33][C:32]=2[C:31](=[O:38])[N:30]([CH2:39][CH2:40][CH2:41][CH2:42][C:43]2[N:44]=[C:4]([C:3]3[C:7]([F:11])=[CH:8][CH:9]=[CH:10][C:2]=3[F:1])[O:6][N:46]=2)[C:29]1=[O:48])[CH2:25][CH2:26][CH3:27]. (4) The product is: [F:14][C:15]([F:23])([F:22])[C:16]1([C:19]([NH:1][C@H:2]2[CH2:6][CH2:5][N:4]([C:7]([O:9][C:10]([CH3:13])([CH3:12])[CH3:11])=[O:8])[CH2:3]2)=[O:20])[CH2:18][CH2:17]1. Given the reactants [NH2:1][C@H:2]1[CH2:6][CH2:5][N:4]([C:7]([O:9][C:10]([CH3:13])([CH3:12])[CH3:11])=[O:8])[CH2:3]1.[F:14][C:15]([F:23])([F:22])[C:16]1([C:19](O)=[O:20])[CH2:18][CH2:17]1, predict the reaction product. (5) The product is: [Cl:30][C:31]1[CH:32]=[C:33]([CH:36]=[CH:37][C:38]=1[Cl:39])[CH2:34][NH:35][C:3]([C:5]1[N:6]=[C:7]2[N:15]([CH2:16][C:17]([N:19]3[CH2:20][CH:21]([CH3:26])[CH2:22][CH:23]([CH3:25])[CH2:24]3)=[O:18])[CH:14]=[C:13]([CH2:27][S:28][CH3:29])[N:8]2[C:9](=[O:12])[C:10]=1[OH:11])=[O:2]. Given the reactants C[O:2][C:3]([C:5]1[N:6]=[C:7]2[N:15]([CH2:16][C:17]([N:19]3[CH2:24][CH:23]([CH3:25])[CH2:22][CH:21]([CH3:26])[CH2:20]3)=[O:18])[CH:14]=[C:13]([CH2:27][S:28][CH3:29])[N:8]2[C:9](=[O:12])[C:10]=1[OH:11])=O.[Cl:30][C:31]1[CH:32]=[C:33]([CH:36]=[CH:37][C:38]=1[Cl:39])[CH2:34][NH2:35], predict the reaction product. (6) Given the reactants [CH3:1][C:2]1[C:11]2[C:6](=[CH:7][CH:8]=[CH:9][CH:10]=2)[CH:5]=[N:4][CH:3]=1.C1C=C(Cl)C=C(C(OO)=[O:20])C=1, predict the reaction product. The product is: [CH3:1][C:2]1[C:11]2[C:6](=[CH:7][CH:8]=[CH:9][CH:10]=2)[CH:5]=[N+:4]([O-:20])[CH:3]=1. (7) Given the reactants [Cl:1][C:2]1[C:7]([O:8][CH3:9])=[CH:6][C:5]([O:10][CH3:11])=[C:4]([Cl:12])[C:3]=1[C:13]1[C:26](=[O:27])[N:25]([CH2:28][CH2:29][O:30][CH:31]2[CH2:36][CH2:35][N:34]([C:37]([O:39][C:40]([CH3:43])([CH3:42])[CH3:41])=[O:38])[CH2:33][CH2:32]2)[C:16]2[N:17]=[C:18](S(C)(=O)=O)[N:19]=[CH:20][C:15]=2[CH:14]=1.[NH2:44][CH2:45][C:46]([CH3:49])([OH:48])[CH3:47], predict the reaction product. The product is: [Cl:1][C:2]1[C:7]([O:8][CH3:9])=[CH:6][C:5]([O:10][CH3:11])=[C:4]([Cl:12])[C:3]=1[C:13]1[C:26](=[O:27])[N:25]([CH2:28][CH2:29][O:30][CH:31]2[CH2:36][CH2:35][N:34]([C:37]([O:39][C:40]([CH3:43])([CH3:42])[CH3:41])=[O:38])[CH2:33][CH2:32]2)[C:16]2[N:17]=[C:18]([NH:44][CH2:45][C:46]([OH:48])([CH3:49])[CH3:47])[N:19]=[CH:20][C:15]=2[CH:14]=1. (8) Given the reactants Cl[C:2]1[CH:29]=[CH:28][C:5]([C:6]([NH:8][CH2:9][C:10]2[C:19](=[O:20])[C:18]3[C:13](=[CH:14][C:15]([Cl:21])=[CH:16][CH:17]=3)[N:12]([C:22]3[CH:27]=[CH:26][CH:25]=[CH:24][CH:23]=3)[CH:11]=2)=[O:7])=[CH:4][N:3]=1.[NH:30]1[CH2:35][CH2:34][S:33](=[O:37])(=[O:36])[CH2:32][CH2:31]1, predict the reaction product. The product is: [Cl:21][C:15]1[CH:14]=[C:13]2[C:18]([C:19](=[O:20])[C:10]([CH2:9][NH:8][C:6](=[O:7])[C:5]3[CH:28]=[CH:29][C:2]([N:30]4[CH2:35][CH2:34][S:33](=[O:37])(=[O:36])[CH2:32][CH2:31]4)=[N:3][CH:4]=3)=[CH:11][N:12]2[C:22]2[CH:23]=[CH:24][CH:25]=[CH:26][CH:27]=2)=[CH:17][CH:16]=1.